Dataset: Forward reaction prediction with 1.9M reactions from USPTO patents (1976-2016). Task: Predict the product of the given reaction. (1) The product is: [CH2:1]([O:8][CH:9]1[C:17]([CH3:19])([CH3:18])[CH2:16][C:15]2[N:14]([C:20]3[CH:25]=[C:24]([I:26])[CH:23]=[CH:22][N:21]=3)[N:13]=[C:12]([C:27]([NH2:34])=[O:29])[C:11]=2[CH2:10]1)[C:2]1[CH:7]=[CH:6][CH:5]=[CH:4][CH:3]=1. Given the reactants [CH2:1]([O:8][CH:9]1[C:17]([CH3:19])([CH3:18])[CH2:16][C:15]2[N:14]([C:20]3[CH:25]=[C:24]([I:26])[CH:23]=[CH:22][N:21]=3)[N:13]=[C:12]([C:27]([OH:29])=O)[C:11]=2[CH2:10]1)[C:2]1[CH:7]=[CH:6][CH:5]=[CH:4][CH:3]=1.C([O-])(=O)C.[NH4+:34], predict the reaction product. (2) Given the reactants [C:1]([C:3]1[CH:4]=[C:5]([N:10]([CH2:15][C:16]2[CH:21]=[CH:20][CH:19]=[C:18](I)[CH:17]=2)[C:11](=[O:14])[CH2:12][CH3:13])[CH:6]=[C:7]([F:9])[CH:8]=1)#[N:2].[NH:23]1[CH:27]=[CH:26][C:25](B(O)O)=[N:24]1, predict the reaction product. The product is: [C:1]([C:3]1[CH:4]=[C:5]([N:10]([CH2:15][C:16]2[CH:21]=[CH:20][CH:19]=[C:18]([C:25]3[NH:24][N:23]=[CH:27][CH:26]=3)[CH:17]=2)[C:11](=[O:14])[CH2:12][CH3:13])[CH:6]=[C:7]([F:9])[CH:8]=1)#[N:2].